Task: Predict the product of the given reaction.. Dataset: Forward reaction prediction with 1.9M reactions from USPTO patents (1976-2016) (1) Given the reactants [Cl:1][C:2]1[CH:3]=[C:4]2[C:8](=[CH:9][CH:10]=1)[N:7](S(C1C=CC=CC=1)(=O)=O)[C:6]([S:20]([N:23]1[CH2:28][CH2:27][NH:26][CH:25]([CH2:29][CH2:30][CH2:31][C:32]3[S:33][CH:34]=[CH:35][CH:36]=3)[CH2:24]1)(=[O:22])=[O:21])=[CH:5]2.[CH3:37][CH:38]1[NH:43][CH2:42][C:41]2[S:44][C:45]([C:47]([O-])=[O:48])=[N:46][C:40]=2[CH2:39]1.[Li+].O.ON1C2C=CC=CC=2N=N1.C(N(C(C)C)CC)(C)C, predict the reaction product. The product is: [ClH:1].[Cl:1][C:2]1[CH:3]=[C:4]2[C:8](=[CH:9][CH:10]=1)[NH:7][C:6]([S:20]([N:23]1[CH2:28][CH2:27][N:26]([C:47]([C:45]3[S:44][C:41]4[CH2:42][NH:43][CH:38]([CH3:37])[CH2:39][C:40]=4[N:46]=3)=[O:48])[CH:25]([CH2:29][CH2:30][CH2:31][C:32]3[S:33][CH:34]=[CH:35][CH:36]=3)[CH2:24]1)(=[O:21])=[O:22])=[CH:5]2. (2) Given the reactants [NH2:1][C:2]1[CH:3]=[CH:4][C:5]([O:19][C:20]2[CH:25]=[CH:24][CH:23]=[CH:22][CH:21]=2)=[C:6]([C:8]2[C:9]3[CH:18]=[CH:17][NH:16][C:10]=3[C:11](=[O:15])[N:12]([CH3:14])[CH:13]=2)[CH:7]=1.C(N(CC)CC)C.[F:33][C:34]([F:41])([F:40])[CH2:35][S:36](Cl)(=[O:38])=[O:37], predict the reaction product. The product is: [F:33][C:34]([F:41])([F:40])[CH2:35][S:36]([NH:1][C:2]1[CH:3]=[CH:4][C:5]([O:19][C:20]2[CH:21]=[CH:22][CH:23]=[CH:24][CH:25]=2)=[C:6]([C:8]2[C:9]3[CH:18]=[CH:17][NH:16][C:10]=3[C:11](=[O:15])[N:12]([CH3:14])[CH:13]=2)[CH:7]=1)(=[O:38])=[O:37]. (3) Given the reactants [CH2:1]([NH:5][NH2:6])[CH2:2][CH2:3][CH3:4].C(N(CC)CC)C.[C:14](O[C:14]([O:16][C:17]([CH3:20])([CH3:19])[CH3:18])=[O:15])([O:16][C:17]([CH3:20])([CH3:19])[CH3:18])=[O:15].O, predict the reaction product. The product is: [C:17]([O:16][C:14]([N:5]([CH2:1][CH2:2][CH2:3][CH3:4])[NH2:6])=[O:15])([CH3:20])([CH3:19])[CH3:18]. (4) Given the reactants [CH3:1][CH:2]([S:4][C@@H:5]1[O:10][C@H:9]([CH2:11][OH:12])[C@H:8]([OH:13])[C@H:7]([OH:14])[C@H:6]1[OH:15])[CH3:3].[C:16](Cl)(=[O:23])[C:17]1[CH:22]=[CH:21][CH:20]=[CH:19][CH:18]=1, predict the reaction product. The product is: [C:16]([O:14][C@H:7]1[C@@H:8]([OH:13])[C@@H:9]([CH2:11][O:12][C:16](=[O:23])[C:17]2[CH:22]=[CH:21][CH:20]=[CH:19][CH:18]=2)[O:10][C@@H:5]([S:4][CH:2]([CH3:1])[CH3:3])[C@@H:6]1[OH:15])(=[O:23])[C:17]1[CH:22]=[CH:21][CH:20]=[CH:19][CH:18]=1. (5) Given the reactants [F:1][C:2]1[CH:7]=[CH:6][C:5]([CH:8]2[CH2:13][CH2:12][N:11]([C:14]([C:16]3[CH:17]=[N:18][C:19]([Cl:24])=[C:20]([Cl:23])[C:21]=3Cl)=[O:15])[CH2:10][CH2:9]2)=[CH:4][CH:3]=1.[F:25][CH:26]([F:35])[O:27][C:28]1[CH:34]=[CH:33][C:31]([NH2:32])=[CH:30][CH:29]=1, predict the reaction product. The product is: [Cl:23][C:20]1[C:21]([NH:32][C:31]2[CH:33]=[CH:34][C:28]([O:27][CH:26]([F:25])[F:35])=[CH:29][CH:30]=2)=[C:16]([C:14]([N:11]2[CH2:12][CH2:13][CH:8]([C:5]3[CH:6]=[CH:7][C:2]([F:1])=[CH:3][CH:4]=3)[CH2:9][CH2:10]2)=[O:15])[CH:17]=[N:18][C:19]=1[Cl:24]. (6) Given the reactants FC(F)(F)S(O[C:7]1[C:12]2[CH2:13][O:14][C@@H:15]3[C@H:19]([C:11]=2[CH:10]=[CH:9][CH:8]=1)[CH2:18][N:17]([C:20]([O:22][C:23]([CH3:26])([CH3:25])[CH3:24])=[O:21])[CH2:16]3)(=O)=O.[CH3:29][NH:30][CH3:31].C1COCC1.CC(C)([O-])C.[Na+].C1C=CC(P(C2C(C3C(P(C4C=CC=CC=4)C4C=CC=CC=4)=CC=C4C=3C=CC=C4)=C3C(C=CC=C3)=CC=2)C2C=CC=CC=2)=CC=1, predict the reaction product. The product is: [CH3:29][N:30]([CH3:31])[C:7]1[C:12]2[CH2:13][O:14][C@@H:15]3[C@H:19]([C:11]=2[CH:10]=[CH:9][CH:8]=1)[CH2:18][N:17]([C:20]([O:22][C:23]([CH3:26])([CH3:25])[CH3:24])=[O:21])[CH2:16]3. (7) Given the reactants [CH2:1]([N:3]1[C:11]2[CH:10]=[C:9]3[NH:12][C:13]([C:15]4[C:23]5[C:18](=[CH:19][CH:20]=[C:21]([C:24]([OH:26])=[O:25])[CH:22]=5)[NH:17][N:16]=4)=[N:14][C:8]3=[CH:7][C:6]=2[C:5]([CH3:28])([CH3:27])[C:4]1=[O:29])[CH3:2].[C:30](Cl)(=O)C(Cl)=O.CO.C(N(CC)CC)C, predict the reaction product. The product is: [CH3:30][O:25][C:24]([C:21]1[CH:22]=[C:23]2[C:18](=[CH:19][CH:20]=1)[NH:17][N:16]=[C:15]2[C:13]1[NH:12][C:9]2[C:8]([N:14]=1)=[CH:7][C:6]1[C:5]([CH3:28])([CH3:27])[C:4](=[O:29])[N:3]([CH2:1][CH3:2])[C:11]=1[CH:10]=2)=[O:26]. (8) Given the reactants [C:1]([C:3]1[C:12]2[C:7](=[CH:8][CH:9]=[CH:10][CH:11]=2)[C:6](F)=[CH:5][CH:4]=1)#[N:2].[NH:14]1[CH2:18][CH2:17][CH2:16][CH2:15]1, predict the reaction product. The product is: [N:14]1([C:6]2[C:7]3[C:12](=[CH:11][CH:10]=[CH:9][CH:8]=3)[C:3]([C:1]#[N:2])=[CH:4][CH:5]=2)[CH2:18][CH2:17][CH2:16][CH2:15]1. (9) Given the reactants [CH3:1][O:2][C:3]([C:5]1[CH:10]=[CH:9][C:8](F)=[CH:7][N:6]=1)=[O:4].[CH3:12][N:13]1[CH:17]=[CH:16][C:15]([NH:18][C:19]([C:21]2[CH:31]=[C:30]([OH:32])[C:24]3[CH2:25][C:26]([CH3:29])([CH3:28])[O:27][C:23]=3[CH:22]=2)=[O:20])=[N:14]1.C([O-])([O-])=O.[Cs+].[Cs+], predict the reaction product. The product is: [CH3:1][O:2][C:3]([C:5]1[CH:10]=[CH:9][C:8]([O:32][C:30]2[C:24]3[CH2:25][C:26]([CH3:28])([CH3:29])[O:27][C:23]=3[CH:22]=[C:21]([C:19](=[O:20])[NH:18][C:15]3[CH:16]=[CH:17][N:13]([CH3:12])[N:14]=3)[CH:31]=2)=[CH:7][N:6]=1)=[O:4].